From a dataset of Forward reaction prediction with 1.9M reactions from USPTO patents (1976-2016). Predict the product of the given reaction. (1) The product is: [N:37]1([C:2]2[C:11]([O:12][CH2:13][C:14]([F:17])([F:16])[F:15])=[C:10]([Cl:18])[C:9]3[C:4](=[CH:5][CH:6]=[C:7]([C:19]([C:31]4[N:35]([CH3:36])[CH:34]=[N:33][CH:32]=4)([C:21]4[CH:22]=[N:23][C:24]([C:27]([F:28])([F:29])[F:30])=[CH:25][CH:26]=4)[OH:20])[CH:8]=3)[N:3]=2)[CH2:40][CH2:39][CH2:38]1. Given the reactants Cl[C:2]1[C:11]([O:12][CH2:13][C:14]([F:17])([F:16])[F:15])=[C:10]([Cl:18])[C:9]2[C:4](=[CH:5][CH:6]=[C:7]([C:19]([C:31]3[N:35]([CH3:36])[CH:34]=[N:33][CH:32]=3)([C:21]3[CH:22]=[N:23][C:24]([C:27]([F:30])([F:29])[F:28])=[CH:25][CH:26]=3)[OH:20])[CH:8]=2)[N:3]=1.[NH:37]1[CH2:40][CH2:39][CH2:38]1, predict the reaction product. (2) Given the reactants I[C:2]1[C:3]([CH3:13])=[CH:4][CH:5]=[C:6]2[C:10]=1[N:9]([CH3:11])[N:8]=[C:7]2[NH2:12].[CH3:14][NH:15][C:16]1[N:25]=[CH:24][C:23]2[C:18](=[CH:19][CH:20]=[C:21](B3OC(C)(C)C(C)(C)O3)[CH:22]=2)[N:17]=1.C(=O)([O-])[O-].[Na+].[Na+], predict the reaction product. The product is: [NH2:12][C:7]1[C:6]2[C:10](=[C:2]([C:21]3[CH:22]=[C:23]4[C:18](=[CH:19][CH:20]=3)[N:17]=[C:16]([NH:15][CH3:14])[N:25]=[CH:24]4)[C:3]([CH3:13])=[CH:4][CH:5]=2)[N:9]([CH3:11])[N:8]=1. (3) Given the reactants [NH2:1][C:2]1[S:3][C:4]([CH3:10])=[C:5]([CH3:9])[C:6]=1[C:7]#[N:8].[CH3:11]I, predict the reaction product. The product is: [CH3:9][C:5]1[C:6]([C:7]#[N:8])=[C:2]([NH:1][CH3:11])[S:3][C:4]=1[CH3:10]. (4) The product is: [F:2][CH2:3][S:4]([C:7]1[CH:8]=[CH:9][C:10]([N:13]2[C:19]([C:21]3[CH:26]=[CH:25][C:24]([C:27]4[O:28][CH:29]=[CH:30][CH:31]=4)=[CH:23][CH:22]=3)=[CH:18][C:17]([C:16]([F:34])([F:15])[F:33])=[N:14]2)=[CH:11][CH:12]=1)(=[O:6])=[O:5]. Given the reactants Cl.[F:2][CH2:3][S:4]([C:7]1[CH:12]=[CH:11][C:10]([NH:13][NH2:14])=[CH:9][CH:8]=1)(=[O:6])=[O:5].[F:15][C:16]([F:34])([F:33])[C:17](=O)[CH2:18][C:19]([C:21]1[CH:26]=[CH:25][C:24]([C:27]2[O:28][CH:29]=[CH:30][CH:31]=2)=[CH:23][CH:22]=1)=O, predict the reaction product. (5) Given the reactants [CH3:1][C:2]1[CH:3]=[C:4]([NH:11][CH2:12][CH2:13][CH2:14][CH2:15][CH2:16][C:17]([O:19][CH3:20])=[O:18])[CH:5]=[CH:6][C:7]=1[N+:8]([O-])=O.[ClH:21], predict the reaction product. The product is: [ClH:21].[ClH:21].[NH2:8][C:7]1[CH:6]=[CH:5][C:4]([NH:11][CH2:12][CH2:13][CH2:14][CH2:15][CH2:16][C:17]([O:19][CH3:20])=[O:18])=[CH:3][C:2]=1[CH3:1]. (6) Given the reactants [Cl:1][C:2]1[C:10]([C:11]2[CH:12]=[N:13][CH:14]=[C:15]([CH:17]=[CH2:18])[CH:16]=2)=[CH:9][CH:8]=[C:7]2[C:3]=1[CH2:4][C:5](=[O:20])[N:6]2[CH3:19], predict the reaction product. The product is: [Cl:1][C:2]1[C:10]([C:11]2[CH:12]=[N:13][CH:14]=[C:15]([CH2:17][CH3:18])[CH:16]=2)=[CH:9][CH:8]=[C:7]2[C:3]=1[CH2:4][C:5](=[O:20])[N:6]2[CH3:19].